From a dataset of Full USPTO retrosynthesis dataset with 1.9M reactions from patents (1976-2016). Predict the reactants needed to synthesize the given product. (1) Given the product [C:61]([O:60][C:58](=[O:59])[NH:32][C@H:24]([C@@H:25]1[CH2:29][C@@H:28]([CH3:30])[C:27](=[O:31])[O:26]1)[CH2:23][N:9]1[CH2:10][C:11](=[O:22])[N:12]([C:14]2[CH:19]=[C:18]([F:20])[CH:17]=[CH:16][C:15]=2[CH3:21])[CH2:13][C:8]1([CH3:7])[CH3:45])([CH3:64])([CH3:63])[CH3:62], predict the reactants needed to synthesize it. The reactants are: C(=O)([O-])[O-].[Cs+].[Cs+].[CH3:7][C:8]1([CH3:45])[CH2:13][N:12]([C:14]2[CH:19]=[C:18]([F:20])[CH:17]=[CH:16][C:15]=2[CH3:21])[C:11](=[O:22])[CH2:10][N:9]1[CH2:23][C@H:24]([NH:32]S(C1C=CC=CC=1[N+]([O-])=O)(=O)=O)[C@@H:25]1[CH2:29][C@@H:28]([CH3:30])[C:27](=[O:31])[O:26]1.C1(S)C=CC=CC=1.C(=O)(O)[O-].[Na+].[C:58](OC(OC(C)(C)C)=O)([O:60][C:61]([CH3:64])([CH3:63])[CH3:62])=[O:59].N[C@H]([C@@H]1C[C@@H](C)C(=O)O1)CN1C(C)(C)CN(C2C=C(F)C=CC=2C)C(=O)C1. (2) Given the product [Cl:1][C:2]1[CH:21]=[C:20]([Cl:22])[CH:19]=[CH:18][C:3]=1[O:4][CH2:5][C:6]([NH:8][C:9]1[CH:10]=[C:11]([CH:15]=[CH:16][N:17]=1)[C:12]([NH:31][CH2:30][CH2:29][N:23]1[CH2:28][CH2:27][CH2:26][CH2:25][CH2:24]1)=[O:14])=[O:7], predict the reactants needed to synthesize it. The reactants are: [Cl:1][C:2]1[CH:21]=[C:20]([Cl:22])[CH:19]=[CH:18][C:3]=1[O:4][CH2:5][C:6]([NH:8][C:9]1[CH:10]=[C:11]([CH:15]=[CH:16][N:17]=1)[C:12]([OH:14])=O)=[O:7].[N:23]1([CH2:29][CH2:30][NH2:31])[CH2:28][CH2:27][CH2:26][CH2:25][CH2:24]1.C(Cl)CCl.C1C=CC2N(O)N=NC=2C=1.CCN(C(C)C)C(C)C. (3) Given the product [C:1]([C:3]1[C:7]([C:8]2[CH:13]=[CH:12][C:11]([Cl:14])=[CH:10][C:9]=2[Cl:15])=[C:6]([C:16]2[NH:20][CH:19]=[CH:18][N:17]=2)[S:5][C:4]=1[C:21]1[CH:26]=[CH:25][N:24]=[C:23]([NH:27][C:28]([CH:30]2[CH2:32][CH2:31]2)=[O:29])[CH:22]=1)#[N:2], predict the reactants needed to synthesize it. The reactants are: [C:1]([C:3]1[C:7]([C:8]2[CH:13]=[CH:12][C:11]([Cl:14])=[CH:10][C:9]=2[Cl:15])=[C:6]([C:16]2[NH:17][CH2:18][CH2:19][N:20]=2)[S:5][C:4]=1[C:21]1[CH:26]=[CH:25][N:24]=[C:23]([NH:27][C:28]([CH:30]2[CH2:32][CH2:31]2)=[O:29])[CH:22]=1)#[N:2]. (4) Given the product [CH3:37][S:38]([O:1][CH2:2][CH2:3][C:4]1[O:8][N:7]=[C:6]([C:9]2[CH:10]=[CH:11][C:12]([CH3:27])=[C:13]([NH:15][C:16]([C:18]3[N:22]4[CH:23]=[CH:24][CH:25]=[CH:26][C:21]4=[N:20][CH:19]=3)=[O:17])[CH:14]=2)[N:5]=1)(=[O:40])=[O:39], predict the reactants needed to synthesize it. The reactants are: [OH:1][CH2:2][CH2:3][C:4]1[O:8][N:7]=[C:6]([C:9]2[CH:10]=[CH:11][C:12]([CH3:27])=[C:13]([NH:15][C:16]([C:18]3[N:22]4[CH:23]=[CH:24][CH:25]=[CH:26][C:21]4=[N:20][CH:19]=3)=[O:17])[CH:14]=2)[N:5]=1.CCN(C(C)C)C(C)C.[CH3:37][S:38](Cl)(=[O:40])=[O:39]. (5) Given the product [I:23][C:24]1[CH:25]=[N:26][N:27]([CH2:12][CH:13]([CH2:18][C:19]([O:21][CH3:22])=[O:20])[C:14]([O:16][CH3:17])=[O:15])[CH:28]=1, predict the reactants needed to synthesize it. The reactants are: N12CCCN=C1CCCCC2.[CH2:12]=[C:13]([CH2:18][C:19]([O:21][CH3:22])=[O:20])[C:14]([O:16][CH3:17])=[O:15].[I:23][C:24]1[CH:25]=[N:26][NH:27][CH:28]=1. (6) Given the product [NH2:24][CH2:23][C:22]([N:18]1[C:19]2[C:15](=[CH:14][C:13](/[CH:12]=[CH:11]/[CH:10]([C:4]3[CH:3]=[C:2]([Cl:1])[C:7]([F:8])=[C:6]([Cl:9])[CH:5]=3)[C:33]([F:35])([F:36])[F:34])=[CH:21][CH:20]=2)[CH:16]=[CH:17]1)=[O:32], predict the reactants needed to synthesize it. The reactants are: [Cl:1][C:2]1[CH:3]=[C:4]([CH:10]([C:33]([F:36])([F:35])[F:34])/[CH:11]=[CH:12]/[C:13]2[CH:14]=[C:15]3[C:19](=[CH:20][CH:21]=2)[N:18]([C:22](=[O:32])[CH2:23][NH:24]C(=O)OC(C)(C)C)[CH:17]=[CH:16]3)[CH:5]=[C:6]([Cl:9])[C:7]=1[F:8].C(O)(C(F)(F)F)=O. (7) Given the product [N:1]1[CH:6]=[CH:5][CH:4]=[C:3]([C:7]2[CH:12]=[C:11]([CH2:10][N:13]3[CH2:17][CH2:16][CH2:15][C:14]3=[O:18])[O:9][N:8]=2)[CH:2]=1, predict the reactants needed to synthesize it. The reactants are: [N:1]1[CH:6]=[CH:5][CH:4]=[C:3]([CH:7]=[N:8][OH:9])[CH:2]=1.[CH2:10]([N:13]1[CH2:17][CH2:16][CH2:15][C:14]1=[O:18])[C:11]#[CH:12]. (8) The reactants are: Br[C:2]1[CH:7]=[CH:6][C:5]([F:8])=[CH:4][N:3]=1.C([O-])([O-])=O.[Na+].[Na+].[OH:15][C:16]1[CH:21]=[CH:20][C:19](B(O)O)=[CH:18][CH:17]=1. Given the product [F:8][C:5]1[CH:6]=[CH:7][C:2]([C:19]2[CH:20]=[CH:21][C:16]([OH:15])=[CH:17][CH:18]=2)=[N:3][CH:4]=1, predict the reactants needed to synthesize it. (9) The reactants are: [F:1][C:2]1[CH:7]=[CH:6][C:5]([C:8]2[C:12]([CH2:13][O:14][C:15]3[CH:16]=[C:17]([C:20]([OH:22])=O)[NH:18][N:19]=3)=[C:11]([CH3:23])[O:10][N:9]=2)=[CH:4][CH:3]=1.F[B-](F)(F)F.[N:29]1(OC(N(C)C)=[N+](C)C)[C:33]2[CH:34]=[CH:35][CH:36]=CC=2N=[N:30]1.C(N(CC)C(C)C)(C)C.Cl.NN1CCCC1.[Cl-].[Na+]. Given the product [N:29]1([NH:30][C:20]([C:17]2[NH:18][N:19]=[C:15]([O:14][CH2:13][C:12]3[C:8]([C:5]4[CH:4]=[CH:3][C:2]([F:1])=[CH:7][CH:6]=4)=[N:9][O:10][C:11]=3[CH3:23])[CH:16]=2)=[O:22])[CH2:33][CH2:34][CH2:35][CH2:36]1, predict the reactants needed to synthesize it.